From a dataset of Full USPTO retrosynthesis dataset with 1.9M reactions from patents (1976-2016). Predict the reactants needed to synthesize the given product. (1) Given the product [Br:2][CH2:15][C:13]1[CH:12]=[CH:11][C:10]2[N:6]([CH3:5])[N:7]=[N:8][C:9]=2[CH:14]=1, predict the reactants needed to synthesize it. The reactants are: P(Br)(Br)[Br:2].[CH3:5][N:6]1[C:10]2[CH:11]=[CH:12][C:13]([CH2:15]O)=[CH:14][C:9]=2[N:8]=[N:7]1. (2) Given the product [CH2:10]([C:9]1[CH:8]=[CH:7][C:6]([C@@H:4]([CH3:5])[C:2]([O:1][CH3:18])=[O:3])=[CH:15][CH:14]=1)[CH:11]([CH3:12])[CH3:13], predict the reactants needed to synthesize it. The reactants are: [OH:1][C:2]([CH:4]([C:6]1[CH:15]=[CH:14][C:9]([CH2:10][CH:11]([CH3:13])[CH3:12])=[CH:8][CH:7]=1)[CH3:5])=[O:3].[N+](=[CH2:18])=[N-]. (3) Given the product [OH:39][C@@H:5]1[C@H:4]([OH:41])[C@@H:3]([O:2][CH3:1])[C:8]([CH3:9])([CH3:10])[O:7][C@H:6]1[O:11][C:12]1[C:21]([CH3:22])=[C:20]2[C:15]([CH:16]=[C:17]([NH:24][C:63]([C:55]3[NH:54][C:62]4[C:57]([CH:56]=3)=[CH:58][CH:59]=[CH:60][CH:61]=4)=[O:65])[C:18](=[O:23])[O:19]2)=[CH:14][C:13]=1[O:35][CH2:36][CH2:37][CH3:38], predict the reactants needed to synthesize it. The reactants are: [CH3:1][O:2][C@H:3]1[C:8]([CH3:10])([CH3:9])[O:7][C@@H:6]([O:11][C:12]2[C:21]([CH3:22])=[C:20]3[C:15]([CH:16]=[C:17]([NH:24]C(=O)OCC4C=CC=CC=4)[C:18](=[O:23])[O:19]3)=[CH:14][C:13]=2[O:35][CH2:36][CH2:37][CH3:38])[C@@H:5]2[O:39]C(=O)[O:41][C@H:4]12.CCN=C=NCCCN(C)C.[NH:54]1[C:62]2[C:57](=[CH:58][CH:59]=[CH:60][CH:61]=2)[CH:56]=[C:55]1[C:63]([OH:65])=O.C(=O)([O-])[O-]. (4) Given the product [Br:31][C:32]1[C:40]2[C:35](=[N:36][CH:37]=[N:38][C:39]=2[N:28]2[CH2:27][CH2:26][N:25]([C:6]3[C:5]4[C:10](=[CH:11][CH:12]=[C:3]([O:2][CH3:1])[CH:4]=4)[CH:9]=[C:8]([C:13]4[CH:18]=[CH:17][N:16]=[C:15]([NH:19][CH2:20][CH2:21][CH2:22][O:23][CH3:24])[N:14]=4)[CH:7]=3)[CH2:30][CH2:29]2)[NH:34][N:33]=1, predict the reactants needed to synthesize it. The reactants are: [CH3:1][O:2][C:3]1[CH:4]=[C:5]2[C:10](=[CH:11][CH:12]=1)[CH:9]=[C:8]([C:13]1[CH:18]=[CH:17][N:16]=[C:15]([NH:19][CH2:20][CH2:21][CH2:22][O:23][CH3:24])[N:14]=1)[CH:7]=[C:6]2[N:25]1[CH2:30][CH2:29][NH:28][CH2:27][CH2:26]1.[Br:31][C:32]1[C:40]2[C:35](=[N:36][CH:37]=[N:38][C:39]=2Cl)[NH:34][N:33]=1. (5) Given the product [Cl:1][C:2]1[CH:3]=[N:4][C:5]([NH:8][C:9]2[CH:14]=[CH:13][C:12]([CH:15]3[O:20][CH2:19][CH2:18][NH:17][CH2:16]3)=[CH:11][C:10]=2[F:28])=[N:6][CH:7]=1, predict the reactants needed to synthesize it. The reactants are: [Cl:1][C:2]1[CH:3]=[N:4][C:5]([NH:8][C:9]2[CH:14]=[CH:13][C:12]([CH:15]3[O:20][CH2:19][CH2:18][N:17](C(OC(C)(C)C)=O)[CH2:16]3)=[CH:11][C:10]=2[F:28])=[N:6][CH:7]=1.FC(F)(F)C(O)=O.CCOC(C)=O.C1COCC1. (6) Given the product [C:15]([CH2:14][CH2:13][C@H:12]([NH:18][C:19]([C@@H:20]([NH:25][C:26](=[O:34])[C:27]1[CH:32]=[CH:31][CH:30]=[C:29]([CH3:33])[CH:28]=1)[CH2:21][CH:22]([CH3:23])[CH3:24])=[O:35])[CH2:11][N:7]1[C:8]2[C:4](=[CH:3][C:2]([F:1])=[CH:10][CH:9]=2)[CH2:5][CH2:6]1)(=[O:16])[NH2:44], predict the reactants needed to synthesize it. The reactants are: [F:1][C:2]1[CH:3]=[C:4]2[C:8](=[CH:9][CH:10]=1)[N:7]([CH2:11][C@@H:12]([NH:18][C:19](=[O:35])[C@@H:20]([NH:25][C:26](=[O:34])[C:27]1[CH:32]=[CH:31][CH:30]=[C:29]([CH3:33])[CH:28]=1)[CH2:21][CH:22]([CH3:24])[CH3:23])[CH2:13][CH2:14][C:15](O)=[O:16])[CH2:6][CH2:5]2.O1CCOCC1.N.C[N:44](C(ON1N=NC2C=CC=NC1=2)=[N+](C)C)C.F[P-](F)(F)(F)(F)F. (7) Given the product [NH:25]1[CH:29]=[C:28]([C:3]2[C:2]([F:1])=[CH:7][N:6]=[C:5]3[N:8]([CH2:11][O:12][CH2:13][CH2:14][Si:15]([CH3:18])([CH3:17])[CH3:16])[CH:9]=[CH:10][C:4]=23)[CH:27]=[N:26]1, predict the reactants needed to synthesize it. The reactants are: [F:1][C:2]1[C:3](I)=[C:4]2[CH:10]=[CH:9][N:8]([CH2:11][O:12][CH2:13][CH2:14][Si:15]([CH3:18])([CH3:17])[CH3:16])[C:5]2=[N:6][CH:7]=1.C(OC([N:25]1[CH:29]=[C:28](B2OC(C)(C)C(C)(C)O2)[CH:27]=[N:26]1)C)C.C(=O)([O-])[O-].[Na+].[Na+].Cl.[OH-].[Na+]. (8) The reactants are: [F:1][C:2]([F:10])([C:6]([F:9])([F:8])[F:7])[CH:3]([OH:5])[CH3:4].[H-].[Na+].Cl[C:14]1[CH:15]=[CH:16][C:17]([C:20]#[N:21])=[N:18][CH:19]=1.C([O-])([O-])=O.[Na+].[Na+]. Given the product [F:1][C:2]([CH:3]([O:5][C:15]1[CH:14]=[CH:19][N:18]=[C:17]([C:20]#[N:21])[CH:16]=1)[CH3:4])([F:10])[C:6]([F:9])([F:8])[F:7], predict the reactants needed to synthesize it. (9) Given the product [CH:26]([N:11]1[C:12]([C:16]2[CH:25]=[CH:24][C:19]3[O:20][CH2:21][CH2:22][O:23][C:18]=3[CH:17]=2)=[C:13]([CH2:41][C:34]2[CH:35]=[CH:36][C:31]([O:30][CH3:29])=[CH:32][CH:33]=2)[C:9](=[O:8])[NH:10]1)([CH3:27])[CH3:28], predict the reactants needed to synthesize it. The reactants are: C([O:8][C:9]1[NH:10][N:11]([CH:26]([CH3:28])[CH3:27])[C:12]([C:16]2[CH:25]=[CH:24][C:19]3[O:20][CH2:21][CH2:22][O:23][C:18]=3[CH:17]=2)(C=O)[CH:13]=1)C1C=CC=CC=1.[CH3:29][O:30][C:31]1[CH:36]=[CH:35][C:34]([Mg]Br)=[CH:33][CH:32]=1.O.O1CCC[CH2:41]1. (10) Given the product [F:11][C:12]1[CH:17]=[C:16]([F:18])[CH:15]=[CH:14][C:13]=1[C:19]1[N:20]=[C:21]2[N:25]([C:26]=1[C:27]1[S:10][C:3]3=[N:4][N:5]=[C:6]([CH:7]([CH3:9])[CH3:8])[N:2]3[N:1]=1)[CH:24]=[CH:23][O:22]2, predict the reactants needed to synthesize it. The reactants are: [NH2:1][N:2]1[C:6]([CH:7]([CH3:9])[CH3:8])=[N:5][N:4]=[C:3]1[SH:10].[F:11][C:12]1[CH:17]=[C:16]([F:18])[CH:15]=[CH:14][C:13]=1[C:19]1[N:20]=[C:21]2[N:25]([C:26]=1[C:27](O)=O)[CH:24]=[CH:23][O:22]2.O=P(Cl)(Cl)Cl.